This data is from Full USPTO retrosynthesis dataset with 1.9M reactions from patents (1976-2016). The task is: Predict the reactants needed to synthesize the given product. Given the product [CH3:16][C:14]1[CH:15]=[C:10]([CH:11]=[C:12]([CH3:17])[CH:13]=1)[C:9]([NH:8][NH:7][C:5]([C:4]1[CH:23]=[CH:24][C:25]2[B:26]([OH:27])[O:45][C:40]([C:41]([F:42])([F:43])[F:44])=[N:1][C:2]=2[CH:3]=1)=[O:6])=[O:18], predict the reactants needed to synthesize it. The reactants are: [NH2:1][C:2]1[CH:3]=[C:4]([CH:23]=[CH:24][C:25]=1[B:26]1OC(C)(C)C(C)(C)[O:27]1)[C:5]([NH:7][N:8](C(C)(C)C)[C:9](=[O:18])[C:10]1[CH:15]=[C:14]([CH3:16])[CH:13]=[C:12]([CH3:17])[CH:11]=1)=[O:6].[F:42][C:41]([F:44])([F:43])[C:40](O[C:40](=[O:45])[C:41]([F:44])([F:43])[F:42])=[O:45].